This data is from NCI-60 drug combinations with 297,098 pairs across 59 cell lines. The task is: Regression. Given two drug SMILES strings and cell line genomic features, predict the synergy score measuring deviation from expected non-interaction effect. (1) Drug 1: CCCCCOC(=O)NC1=NC(=O)N(C=C1F)C2C(C(C(O2)C)O)O. Drug 2: C1CNP(=O)(OC1)N(CCCl)CCCl. Cell line: HS 578T. Synergy scores: CSS=4.19, Synergy_ZIP=2.17, Synergy_Bliss=6.57, Synergy_Loewe=2.66, Synergy_HSA=2.70. (2) Drug 1: CN(C)C1=NC(=NC(=N1)N(C)C)N(C)C. Drug 2: C1=CN(C=N1)CC(O)(P(=O)(O)O)P(=O)(O)O. Cell line: SK-OV-3. Synergy scores: CSS=-1.83, Synergy_ZIP=-0.308, Synergy_Bliss=-1.97, Synergy_Loewe=-2.68, Synergy_HSA=-2.61. (3) Drug 1: CC1=C(C=C(C=C1)C(=O)NC2=CC(=CC(=C2)C(F)(F)F)N3C=C(N=C3)C)NC4=NC=CC(=N4)C5=CN=CC=C5. Drug 2: B(C(CC(C)C)NC(=O)C(CC1=CC=CC=C1)NC(=O)C2=NC=CN=C2)(O)O. Cell line: COLO 205. Synergy scores: CSS=47.6, Synergy_ZIP=-2.48, Synergy_Bliss=-4.06, Synergy_Loewe=-18.7, Synergy_HSA=-2.42. (4) Drug 1: C1=NC2=C(N1)C(=S)N=C(N2)N. Drug 2: CC=C1C(=O)NC(C(=O)OC2CC(=O)NC(C(=O)NC(CSSCCC=C2)C(=O)N1)C(C)C)C(C)C. Cell line: K-562. Synergy scores: CSS=39.7, Synergy_ZIP=-1.71, Synergy_Bliss=-3.57, Synergy_Loewe=-17.9, Synergy_HSA=-2.71. (5) Drug 2: CC1=C(C(=CC=C1)Cl)NC(=O)C2=CN=C(S2)NC3=CC(=NC(=N3)C)N4CCN(CC4)CCO. Cell line: SK-MEL-28. Drug 1: CC1=CC=C(C=C1)C2=CC(=NN2C3=CC=C(C=C3)S(=O)(=O)N)C(F)(F)F. Synergy scores: CSS=-3.50, Synergy_ZIP=7.82, Synergy_Bliss=14.5, Synergy_Loewe=-4.49, Synergy_HSA=-6.33. (6) Drug 1: CN1CCC(CC1)COC2=C(C=C3C(=C2)N=CN=C3NC4=C(C=C(C=C4)Br)F)OC. Drug 2: C1=CN(C(=O)N=C1N)C2C(C(C(O2)CO)O)O.Cl. Cell line: BT-549. Synergy scores: CSS=34.3, Synergy_ZIP=-0.839, Synergy_Bliss=5.77, Synergy_Loewe=-29.7, Synergy_HSA=4.02. (7) Drug 1: CC1=CC=C(C=C1)C2=CC(=NN2C3=CC=C(C=C3)S(=O)(=O)N)C(F)(F)F. Drug 2: N.N.Cl[Pt+2]Cl. Cell line: A549. Synergy scores: CSS=42.5, Synergy_ZIP=-0.425, Synergy_Bliss=-1.38, Synergy_Loewe=-14.1, Synergy_HSA=-0.784.